This data is from Full USPTO retrosynthesis dataset with 1.9M reactions from patents (1976-2016). The task is: Predict the reactants needed to synthesize the given product. Given the product [CH2:3]([NH:10][C:11](=[O:38])[N:12]([C:14]1[CH:15]=[C:16]([C:20]2[CH:25]=[CH:24][C:23]([CH2:26][CH2:27][C:28]([OH:30])=[O:29])=[CH:22][C:21]=2[O:32][CH2:33][CH2:34][CH2:35][CH2:36][CH3:37])[CH:17]=[CH:18][CH:19]=1)[CH3:13])[CH2:4][CH2:5][CH2:6][CH2:7][CH2:8][CH3:9], predict the reactants needed to synthesize it. The reactants are: [OH-].[Na+].[CH2:3]([NH:10][C:11](=[O:38])[N:12]([C:14]1[CH:15]=[C:16]([C:20]2[CH:25]=[CH:24][C:23]([CH2:26][CH2:27][C:28]([O:30]C)=[O:29])=[CH:22][C:21]=2[O:32][CH2:33][CH2:34][CH2:35][CH2:36][CH3:37])[CH:17]=[CH:18][CH:19]=1)[CH3:13])[CH2:4][CH2:5][CH2:6][CH2:7][CH2:8][CH3:9].